From a dataset of Reaction yield outcomes from USPTO patents with 853,638 reactions. Predict the reaction yield, written as a fraction of the theoretical maximum amount of product (1.0 means a 100% yield; for example, 0.34 means a 34% yield). (1) The reactants are [NH:1]1[C:9]2[C:4](=[CH:5][CH:6]=[CH:7][CH:8]=2)[C:3]([C:10]([OH:12])=O)=[CH:2]1.C(Cl)(=O)C(Cl)=O.Cl.[CH3:20][NH:21][O:22][CH3:23].C(N(CC)CC)C. The catalyst is ClCCl.CN(C=O)C. The product is [CH3:23][O:22][N:21]([CH3:20])[C:10]([C:3]1[C:4]2[C:9](=[CH:8][CH:7]=[CH:6][CH:5]=2)[NH:1][CH:2]=1)=[O:12]. The yield is 0.780. (2) The reactants are [S:1]1[C:5]2[CH:6]=[C:7]([N:10]3[CH2:14][CH2:13][N:12]([C:15]4[CH:16]=[N:17][CH:18]=[CH:19][C:20]=4Cl)[C:11]3=[O:22])[CH:8]=[CH:9][C:4]=2[N:3]=[CH:2]1.[OH-].[K+].C([O-])([O-])=O.[K+].[K+].[CH3:31][N:32]1[CH2:36][CH2:35][CH2:34][CH:33]1[CH2:37][OH:38]. The catalyst is C(Cl)(Cl)Cl.CO.C1(C)C=CC=CC=1. The product is [S:1]1[C:5]2[CH:6]=[C:7]([N:10]3[CH2:14][CH2:13][N:12]([C:15]4[CH:16]=[N:17][CH:18]=[CH:19][C:20]=4[O:38][CH2:37][CH:33]4[CH2:34][CH2:35][CH2:36][N:32]4[CH3:31])[C:11]3=[O:22])[CH:8]=[CH:9][C:4]=2[N:3]=[CH:2]1. The yield is 0.0500. (3) The reactants are C[O:2][C:3](=[O:43])[C:4]1[CH:9]=[CH:8][C:7]([NH:10][C:11]([C@H:13]2[C@H:17]([C:18]3[CH:23]=[CH:22][CH:21]=[C:20]([Cl:24])[C:19]=3[F:25])[C@:16]([C:28]3[CH:33]=[CH:32][C:31]([Cl:34])=[CH:30][C:29]=3[F:35])([C:26]#[N:27])[C@H:15]([CH2:36][C:37]([CH3:40])([CH3:39])[CH3:38])[N:14]2[CH2:41][CH3:42])=[O:12])=[CH:6][CH:5]=1.[Li+].[OH-]. The catalyst is C1COCC1.CO.O. The product is [Cl:24][C:20]1[C:19]([F:25])=[C:18]([C@@H:17]2[C@:16]([C:28]3[CH:33]=[CH:32][C:31]([Cl:34])=[CH:30][C:29]=3[F:35])([C:26]#[N:27])[C@H:15]([CH2:36][C:37]([CH3:40])([CH3:38])[CH3:39])[N:14]([CH2:41][CH3:42])[C@H:13]2[C:11]([NH:10][C:7]2[CH:6]=[CH:5][C:4]([C:3]([OH:43])=[O:2])=[CH:9][CH:8]=2)=[O:12])[CH:23]=[CH:22][CH:21]=1. The yield is 0.309. (4) The reactants are [F:1][C:2]1[CH:11]=[C:10]2[C:5]([C:6]([O:13][CH3:14])=[CH:7][NH:8][C:9]2=O)=[CH:4][CH:3]=1.O=P(Cl)(Cl)[Cl:17]. No catalyst specified. The product is [Cl:17][C:9]1[C:10]2[C:5](=[CH:4][CH:3]=[C:2]([F:1])[CH:11]=2)[C:6]([O:13][CH3:14])=[CH:7][N:8]=1. The yield is 0.240. (5) The reactants are C(OC([NH:8][C:9]1[O:17][C:16]2[C:11](=[N:12][CH:13]=[C:14]([CH:18]3[CH2:23][CH2:22][O:21][CH2:20][CH2:19]3)[CH:15]=2)[C:10]=1[C:24]([NH:26][C:27]1[CH:28]=[N:29][CH:30]=[CH:31][C:32]=1[N:33]1[CH2:38][C@H:37]([C:39]([F:42])([F:41])[F:40])[CH2:36][C@H:35]([NH:43]C(=O)OC(C)(C)C)[CH2:34]1)=[O:25])=O)(C)(C)C.C(O)(C(F)(F)F)=O. The catalyst is C(Cl)Cl. The product is [NH2:8][C:9]1[O:17][C:16]2[C:11](=[N:12][CH:13]=[C:14]([CH:18]3[CH2:23][CH2:22][O:21][CH2:20][CH2:19]3)[CH:15]=2)[C:10]=1[C:24]([NH:26][C:27]1[CH:28]=[N:29][CH:30]=[CH:31][C:32]=1[N:33]1[CH2:38][C@H:37]([C:39]([F:41])([F:42])[F:40])[CH2:36][C@H:35]([NH2:43])[CH2:34]1)=[O:25]. The yield is 0.330. (6) The catalyst is O1CCCC1. The reactants are [S:1]1[CH:5]=[CH:4][CH:3]=[CH:2]1.C([Li])CCC.[Cl:11][C:12]1[CH:23]=[CH:22][C:15]([C:16](N(OC)C)=[O:17])=[CH:14][C:13]=1[S:24](=[O:27])(=[O:26])[NH2:25]. The yield is 0.180. The product is [Cl:11][C:12]1[CH:23]=[CH:22][C:15]([C:16]([C:2]2[S:1][CH:5]=[CH:4][CH:3]=2)=[O:17])=[CH:14][C:13]=1[S:24]([NH2:25])(=[O:27])=[O:26]. (7) The reactants are [NH2:1][C:2]1[C:3]2[C:10]([C:11]3[CH:16]=[CH:15][C:14]([O:17][C:18]4[CH:23]=[CH:22][CH:21]=[CH:20][CH:19]=4)=[CH:13][CH:12]=3)=[CH:9][N:8]([C@@H:24]3[CH2:29][CH2:28][CH2:27][N:26](C(OC(C)(C)C)=O)[CH2:25]3)[C:4]=2[N:5]=[CH:6][N:7]=1.C(O)(C(F)(F)F)=O. The yield is 0.830. The catalyst is C(Cl)Cl. The product is [O:17]([C:14]1[CH:13]=[CH:12][C:11]([C:10]2[C:3]3[C:2]([NH2:1])=[N:7][CH:6]=[N:5][C:4]=3[N:8]([C@@H:24]3[CH2:29][CH2:28][CH2:27][NH:26][CH2:25]3)[CH:9]=2)=[CH:16][CH:15]=1)[C:18]1[CH:23]=[CH:22][CH:21]=[CH:20][CH:19]=1.